Dataset: Reaction yield outcomes from USPTO patents with 853,638 reactions. Task: Predict the reaction yield, written as a fraction of the theoretical maximum amount of product (1.0 means a 100% yield; for example, 0.34 means a 34% yield). The reactants are [N:1]1([CH2:6][CH2:7][O:8][C:9]2[CH:14]=[CH:13][C:12]([NH2:15])=[CH:11][CH:10]=2)[CH2:5][CH2:4][CH2:3][CH2:2]1.[Cl:16][C:17]1[CH:18]=[C:19]2[C:23](=[CH:24][CH:25]=1)[NH:22][C:21](=[O:26])[C:20]2=[CH:27]O. No catalyst specified. The product is [Cl:16][C:17]1[CH:18]=[C:19]2[C:23](=[CH:24][CH:25]=1)[NH:22][C:21](=[O:26])[C:20]2=[CH:27][NH:15][C:12]1[CH:11]=[CH:10][C:9]([O:8][CH2:7][CH2:6][N:1]2[CH2:5][CH2:4][CH2:3][CH2:2]2)=[CH:14][CH:13]=1. The yield is 0.790.